Task: Predict the reactants needed to synthesize the given product.. Dataset: Full USPTO retrosynthesis dataset with 1.9M reactions from patents (1976-2016) (1) Given the product [C:1]([C:3]1[CH:4]=[C:5]([C:25](=[O:27])[NH:66][C:67]2[NH:68][CH:69]=[CH:70][N:71]=2)[C:6]2[N:10]=[C:9]([NH:11][C:12]([C:14]3[N:15]=[CH:16][C:17]4[C:22]([CH:23]=3)=[CH:21][CH:20]=[CH:19][CH:18]=4)=[O:13])[NH:8][C:7]=2[CH:24]=1)#[N:2], predict the reactants needed to synthesize it. The reactants are: [C:1]([C:3]1[CH:4]=[C:5]([C:25]([OH:27])=O)[C:6]2[N:10]=[C:9]([NH:11][C:12]([C:14]3[N:15]=[CH:16][C:17]4[C:22]([CH:23]=3)=[CH:21][CH:20]=[CH:19][CH:18]=4)=[O:13])[NH:8][C:7]=2[CH:24]=1)#[N:2].CN(C(ON1N=NC2C=CC=CC1=2)=[N+](C)C)C.F[P-](F)(F)(F)(F)F.CCN(C(C)C)C(C)C.S(O)(O)(=O)=O.[NH2:66][C:67]1[NH:68][CH:69]=[CH:70][N:71]=1. (2) Given the product [F:1][C:2]1[C:10]2[C:6](=[C:7]([C:11]3[CH:16]=[CH:15][C:14]([O:17][CH3:18])=[CH:13][CH:12]=3)[N:8]([CH2:22][CH2:23][CH3:24])[N:9]=2)[CH:5]=[CH:4][CH:3]=1, predict the reactants needed to synthesize it. The reactants are: [F:1][C:2]1[CH:3]=[CH:4][CH:5]=[C:6]2[C:10]=1[NH:9][N:8]=[C:7]2[C:11]1[CH:16]=[CH:15][C:14]([O:17][CH3:18])=[CH:13][CH:12]=1.[H-].[Na+].I[CH2:22][CH2:23][CH3:24]. (3) Given the product [CH:1]1([N:6]2[CH2:12][C:11]([F:13])([F:14])[C:10](=[O:15])[N:9]([CH3:16])[C:8]3[CH:17]=[N:18][C:19]([NH:21][C:22]4[CH:30]=[CH:29][C:25]([C:26]([NH:53][CH:50]5[CH2:51][CH2:52][N:47]([CH:42]6[CH2:46][CH2:45][CH2:44][CH2:43]6)[CH2:48][CH2:49]5)=[O:28])=[CH:24][C:23]=4[O:31][CH3:32])=[N:20][C:7]2=3)[CH2:5][CH2:4][CH2:3][CH2:2]1, predict the reactants needed to synthesize it. The reactants are: [CH:1]1([N:6]2[CH2:12][C:11]([F:14])([F:13])[C:10](=[O:15])[N:9]([CH3:16])[C:8]3[CH:17]=[N:18][C:19]([NH:21][C:22]4[CH:30]=[CH:29][C:25]([C:26]([OH:28])=O)=[CH:24][C:23]=4[O:31][CH3:32])=[N:20][C:7]2=3)[CH2:5][CH2:4][CH2:3][CH2:2]1.C(N(C(C)C)C(C)C)C.[CH:42]1([N:47]2[CH2:52][CH2:51][CH:50]([NH2:53])[CH2:49][CH2:48]2)[CH2:46][CH2:45][CH2:44][CH2:43]1. (4) Given the product [NH2:7][C:10]1[CH:11]=[C:12]([CH:16]=[CH:17][C:18]=1[O:19][CH3:20])[C:13]([NH:30][C:29]1[CH:31]=[CH:32][C:33]([Cl:34])=[C:27]([Cl:26])[CH:28]=1)=[O:15], predict the reactants needed to synthesize it. The reactants are: C(Cl)(=O)C(Cl)=O.[N+:7]([C:10]1[CH:11]=[C:12]([CH:16]=[CH:17][C:18]=1[O:19][CH3:20])[C:13]([OH:15])=O)([O-])=O.CN(C)C=O.[Cl:26][C:27]1[CH:28]=[C:29]([CH:31]=[CH:32][C:33]=1[Cl:34])[NH2:30]. (5) Given the product [C:13]([C:15]1([NH:24][C:25](=[O:35])[CH:26]([NH:34][C:2]2[C:7]3[CH:8]=[CH:9][CH:10]=[CH:11][C:6]=3[O:5][C:4](=[O:12])[N:3]=2)[CH2:27][CH2:28][C:29]([CH3:33])([CH3:32])[CH2:30][CH3:31])[CH2:16][CH2:17][N:18]([CH2:21][CH2:22][CH3:23])[CH2:19][CH2:20]1)#[N:14], predict the reactants needed to synthesize it. The reactants are: Cl[C:2]1[C:7]2[CH:8]=[CH:9][CH:10]=[CH:11][C:6]=2[O:5][C:4](=[O:12])[N:3]=1.[C:13]([C:15]1([NH:24][C:25](=[O:35])[CH:26]([NH2:34])[CH2:27][CH2:28][C:29]([CH3:33])([CH3:32])[CH2:30][CH3:31])[CH2:20][CH2:19][N:18]([CH2:21][CH2:22][CH3:23])[CH2:17][CH2:16]1)#[N:14].CN1CCOCC1. (6) Given the product [CH2:1]([O:3][C:4]1[CH:12]=[C:11]2[C:7]([CH:8]=[N:9][NH:10]2)=[CH:6][C:5]=1[NH:13][C:14]1[C:15]2[C:22]3[CH2:23][CH2:24][CH:25]([C:27]([N:32]([CH2:30][CH3:31])[CH2:33][CH2:34][O:35][CH3:36])=[O:28])[CH2:26][C:21]=3[S:20][C:16]=2[N:17]=[CH:18][N:19]=1)[CH3:2], predict the reactants needed to synthesize it. The reactants are: [CH2:1]([O:3][C:4]1[CH:12]=[C:11]2[C:7]([CH:8]=[N:9][NH:10]2)=[CH:6][C:5]=1[NH:13][C:14]1[C:15]2[C:22]3[CH2:23][CH2:24][CH:25]([C:27](O)=[O:28])[CH2:26][C:21]=3[S:20][C:16]=2[N:17]=[CH:18][N:19]=1)[CH3:2].[CH2:30]([NH:32][CH2:33][CH2:34][O:35][CH3:36])[CH3:31]. (7) Given the product [CH3:37][O:36][C:35](=[O:38])[NH:27][C@H:24]1[CH2:25][CH2:26][C@H:21]([CH2:20][CH2:19][N:16]2[CH2:17][CH2:18][N:13]([C:12]3[C:7]4[O:6][CH2:5][O:4][C:8]=4[CH:9]=[CH:10][CH:11]=3)[CH2:14][CH2:15]2)[CH2:22][CH2:23]1, predict the reactants needed to synthesize it. The reactants are: Cl.Cl.Cl.[O:4]1[C:8]2[CH:9]=[CH:10][CH:11]=[C:12]([N:13]3[CH2:18][CH2:17][N:16]([CH2:19][CH2:20][C@H:21]4[CH2:26][CH2:25][C@H:24]([NH2:27])[CH2:23][CH2:22]4)[CH2:15][CH2:14]3)[C:7]=2[O:6][CH2:5]1.C(N(CC)CC)C.[C:35](Cl)(=[O:38])[O:36][CH3:37].